Dataset: Full USPTO retrosynthesis dataset with 1.9M reactions from patents (1976-2016). Task: Predict the reactants needed to synthesize the given product. (1) Given the product [Cl:1][C:2]1[CH:7]=[CH:6][C:5]([S:8]([C:11]([C:18]2[CH:23]=[C:22]([F:24])[CH:21]=[CH:20][C:19]=2[F:25])=[CH2:12])(=[O:10])=[O:9])=[CH:4][CH:3]=1, predict the reactants needed to synthesize it. The reactants are: [Cl:1][C:2]1[CH:7]=[CH:6][C:5]([S:8]([C:11]2([C:18]3[CH:23]=[C:22]([F:24])[CH:21]=[CH:20][C:19]=3[F:25])CCC(=O)C[CH2:12]2)(=[O:10])=[O:9])=[CH:4][CH:3]=1.[BH4-].[Na+]. (2) Given the product [C:53]([O:52][C:50](=[O:51])[NH:49][C:47]([C:45]1[S:44][C:43]([S:57][CH3:58])=[C:42]([S:39]([C:35]2[CH:34]=[C:33]([C:29]3[C:30]([NH2:32])=[CH:31][C:26]([NH2:25])=[CH:27][C:28]=3[CH3:59])[CH:38]=[CH:37][CH:36]=2)(=[O:40])=[O:41])[CH:46]=1)=[NH:48])([CH3:56])([CH3:55])[CH3:54], predict the reactants needed to synthesize it. The reactants are: [F-].C([N+](CCCC)(CCCC)CCCC)CCC.C[Si](C)(C)CCOC(=O)[NH:25][C:26]1[CH:31]=[C:30]([NH2:32])[C:29]([C:33]2[CH:38]=[CH:37][CH:36]=[C:35]([S:39]([C:42]3[CH:46]=[C:45]([C:47]([NH:49][C:50]([O:52][C:53]([CH3:56])([CH3:55])[CH3:54])=[O:51])=[NH:48])[S:44][C:43]=3[S:57][CH3:58])(=[O:41])=[O:40])[CH:34]=2)=[C:28]([CH3:59])[CH:27]=1. (3) Given the product [N:20]1([C:2]2[O:3][C:4]([CH2:14][CH2:15][C:16]([O:18][CH3:19])=[O:17])=[C:5]([C:7]3[CH:12]=[CH:11][CH:10]=[C:9]([Cl:13])[CH:8]=3)[N:6]=2)[C:24]2[CH:25]=[CH:26][CH:27]=[CH:28][C:23]=2[N:22]=[CH:21]1, predict the reactants needed to synthesize it. The reactants are: Cl[C:2]1[O:3][C:4]([CH2:14][CH2:15][C:16]([O:18][CH3:19])=[O:17])=[C:5]([C:7]2[CH:12]=[CH:11][CH:10]=[C:9]([Cl:13])[CH:8]=2)[N:6]=1.[NH:20]1[C:24]2[CH:25]=[CH:26][CH:27]=[CH:28][C:23]=2[N:22]=[CH:21]1.C(=O)([O-])[O-].[K+].[K+].CN(C)C=O. (4) Given the product [Br:1][C:2]1[CH:3]=[CH:4][CH:5]=[C:6]2[C:11]=1[N:10]=[C:9]([C:23]1[CH:22]=[CH:21][C:20]([N:17]3[CH2:18][CH2:19][N:14]([CH3:13])[CH2:15][CH2:16]3)=[CH:25][CH:24]=1)[CH:8]=[N:7]2, predict the reactants needed to synthesize it. The reactants are: [Br:1][C:2]1[CH:3]=[CH:4][CH:5]=[C:6]2[C:11]=1[N:10]=[C:9](Cl)[CH:8]=[N:7]2.[CH3:13][N:14]1[CH2:19][CH2:18][N:17]([C:20]2[CH:25]=[CH:24][C:23](B3OC(C)(C)C(C)(C)O3)=[CH:22][CH:21]=2)[CH2:16][CH2:15]1.[O-]P([O-])([O-])=O.[K+].[K+].[K+]. (5) Given the product [N+:1]([C:4]1[CH:9]=[CH:8][C:7]([CH:10]([O:16][C:17](=[O:18])[CH3:19])[O:28][C:26](=[O:27])[CH3:25])=[C:6]([O:11][CH3:12])[CH:5]=1)([O-:3])=[O:2], predict the reactants needed to synthesize it. The reactants are: [N+:1]([C:4]1[CH:9]=[CH:8][C:7]([CH3:10])=[C:6]([O:11][CH3:12])[CH:5]=1)([O-:3])=[O:2].CC([O:16][C:17]([CH3:19])=[O:18])=O.OS(O)(=O)=O.[CH3:25][C:26]([OH:28])=[O:27].